From a dataset of Peptide-MHC class I binding affinity with 185,985 pairs from IEDB/IMGT. Regression. Given a peptide amino acid sequence and an MHC pseudo amino acid sequence, predict their binding affinity value. This is MHC class I binding data. (1) The peptide sequence is ILKGKFQTA. The MHC is HLA-A69:01 with pseudo-sequence HLA-A69:01. The binding affinity (normalized) is 0.0847. (2) The peptide sequence is IPLTEEAEL. The MHC is HLA-A11:01 with pseudo-sequence HLA-A11:01. The binding affinity (normalized) is 0. (3) The binding affinity (normalized) is 0.0847. The MHC is HLA-B27:05 with pseudo-sequence HLA-B27:05. The peptide sequence is IIRTENRPL. (4) The peptide sequence is YFVRVQGLLR. The MHC is Patr-A0101 with pseudo-sequence Patr-A0101. The binding affinity (normalized) is 0.788. (5) The binding affinity (normalized) is 0.0410. The MHC is HLA-A02:03 with pseudo-sequence HLA-A02:03. The peptide sequence is RKIYDLIEL. (6) The peptide sequence is DHEFVDEFY. The MHC is HLA-A26:01 with pseudo-sequence HLA-A26:01. The binding affinity (normalized) is 0.118. (7) The binding affinity (normalized) is 0.0847. The MHC is HLA-B27:03 with pseudo-sequence HLA-B27:03. The peptide sequence is AMYDPQTYY. (8) The peptide sequence is FIVEHINAM. The MHC is HLA-A11:01 with pseudo-sequence HLA-A11:01. The binding affinity (normalized) is 0.0847. (9) The peptide sequence is SHLENMKSL. The MHC is HLA-A02:01 with pseudo-sequence HLA-A02:01. The binding affinity (normalized) is 0.111. (10) The peptide sequence is MAFIAFLRF. The MHC is HLA-B57:01 with pseudo-sequence HLA-B57:01. The binding affinity (normalized) is 0.607.